Regression. Given a peptide amino acid sequence and an MHC pseudo amino acid sequence, predict their binding affinity value. This is MHC class I binding data. From a dataset of Peptide-MHC class I binding affinity with 185,985 pairs from IEDB/IMGT. (1) The MHC is HLA-A69:01 with pseudo-sequence HLA-A69:01. The binding affinity (normalized) is 0.0808. The peptide sequence is GLIEEMASA. (2) The peptide sequence is ETPLKEQENS. The MHC is Mamu-A01 with pseudo-sequence Mamu-A01. The binding affinity (normalized) is 0.211. (3) The peptide sequence is MTAGIFLFF. The MHC is HLA-A01:01 with pseudo-sequence HLA-A01:01. The binding affinity (normalized) is 0.431.